From a dataset of Peptide-MHC class II binding affinity with 134,281 pairs from IEDB. Regression. Given a peptide amino acid sequence and an MHC pseudo amino acid sequence, predict their binding affinity value. This is MHC class II binding data. (1) The peptide sequence is TSVIIDGNCDGRGKS. The MHC is HLA-DQA10201-DQB10303 with pseudo-sequence HLA-DQA10201-DQB10303. The binding affinity (normalized) is 0.592. (2) The peptide sequence is WLVSNGSYLNETHFS. The MHC is DRB1_0101 with pseudo-sequence DRB1_0101. The binding affinity (normalized) is 0.665. (3) The peptide sequence is IHHQHVQDCDESVLT. The MHC is HLA-DQA10501-DQB10303 with pseudo-sequence HLA-DQA10501-DQB10303. The binding affinity (normalized) is 0. (4) The peptide sequence is GSRAIWYMWLGARYLHHHHHH. The MHC is DRB1_0701 with pseudo-sequence DRB1_0701. The binding affinity (normalized) is 0.583.